From a dataset of Forward reaction prediction with 1.9M reactions from USPTO patents (1976-2016). Predict the product of the given reaction. (1) The product is: [C:1]([C:4]1[CH:5]=[C:6]([S:10]([NH:14][C:15]2[CH:23]=[CH:22][C:18]([C:19]([OH:21])=[O:20])=[C:17]([OH:24])[CH:16]=2)(=[O:12])=[O:11])[CH:7]=[CH:8][CH:9]=1)(=[O:3])[CH3:2]. Given the reactants [C:1]([C:4]1[CH:5]=[C:6]([S:10](Cl)(=[O:12])=[O:11])[CH:7]=[CH:8][CH:9]=1)(=[O:3])[CH3:2].[NH2:14][C:15]1[CH:16]=[C:17]([OH:24])[C:18](=[CH:22][CH:23]=1)[C:19]([OH:21])=[O:20], predict the reaction product. (2) Given the reactants [CH2:1]([O:3][C:4]([CH:6]1[CH2:11][CH2:10][CH:9]([OH:12])[CH2:8][CH2:7]1)=[O:5])[CH3:2].[Si:13](Cl)([C:16]([CH3:19])([CH3:18])[CH3:17])([CH3:15])[CH3:14].N1C=CN=C1, predict the reaction product. The product is: [CH2:1]([O:3][C:4]([CH:6]1[CH2:11][CH2:10][CH:9]([O:12][Si:13]([C:16]([CH3:19])([CH3:18])[CH3:17])([CH3:15])[CH3:14])[CH2:8][CH2:7]1)=[O:5])[CH3:2].